This data is from Reaction yield outcomes from USPTO patents with 853,638 reactions. The task is: Predict the reaction yield, written as a fraction of the theoretical maximum amount of product (1.0 means a 100% yield; for example, 0.34 means a 34% yield). (1) The reactants are C(=O)([O-])[O-].[K+].[K+].Cl.O.[NH:9]1[CH2:14][CH2:13][C:12](=[O:15])[CH2:11][CH2:10]1.[CH3:16][S:17](Cl)(=[O:19])=[O:18]. The catalyst is C(Cl)(Cl)Cl.O. The product is [CH3:16][S:17]([N:9]1[CH2:14][CH2:13][C:12](=[O:15])[CH2:11][CH2:10]1)(=[O:19])=[O:18]. The yield is 0.870. (2) The reactants are CO[C:3](=[O:24])[C:4]1[CH:9]=[CH:8][C:7]([O:10][CH2:11][C:12]2[C:13]([C:17]3[CH:22]=[CH:21][C:20]([F:23])=[CH:19][CH:18]=3)=[N:14][O:15][CH:16]=2)=[N:6][CH:5]=1.[NH2:25][CH2:26][CH:27]([OH:32])[C:28]([F:31])([F:30])[F:29]. No catalyst specified. The product is [F:23][C:20]1[CH:19]=[CH:18][C:17]([C:13]2[C:12]([CH2:11][O:10][C:7]3[CH:8]=[CH:9][C:4]([C:3]([NH:25][CH2:26][CH:27]([OH:32])[C:28]([F:31])([F:30])[F:29])=[O:24])=[CH:5][N:6]=3)=[CH:16][O:15][N:14]=2)=[CH:22][CH:21]=1. The yield is 0.150. (3) The reactants are Br[C:2]1[CH:7]=[C:6]([F:8])[CH:5]=[C:4]([F:9])[CH:3]=1.O1CCCC1.CCCCCC.[C:21]1([C:27]2[C:32]([C:33]3[CH:38]=[CH:37][CH:36]=[CH:35][CH:34]=3)=[N:31][CH:30]=[CH:29][N:28]=2)[CH:26]=[CH:25][CH:24]=[CH:23][CH:22]=1. The catalyst is O. The product is [F:9][C:4]1[CH:3]=[C:2]([C:30]2[N:31]=[C:32]([C:33]3[CH:34]=[CH:35][CH:36]=[CH:37][CH:38]=3)[C:27]([C:21]3[CH:26]=[CH:25][CH:24]=[CH:23][CH:22]=3)=[N:28][CH:29]=2)[CH:7]=[C:6]([F:8])[CH:5]=1. The yield is 0.0400. (4) The reactants are CCN(C(C)C)C(C)C.[NH:10]([C:12]([C:14]1([CH2:17][NH:18][C:19](=[O:25])[O:20][C:21]([CH3:24])([CH3:23])[CH3:22])[CH2:16][CH2:15]1)=[O:13])[NH2:11].[CH2:26]([O:33][N:34]1[C:40](=[O:41])[N:39]2[CH2:42][C@H:35]1[CH2:36][CH2:37][CH:38]2[C:43](O)=[O:44])[C:27]1[CH:32]=[CH:31][CH:30]=[CH:29][CH:28]=1.CN(C(ON1N=NC2C=CC=NC1=2)=[N+](C)C)C.F[P-](F)(F)(F)(F)F. The catalyst is C(Cl)Cl. The product is [C:21]([O:20][C:19](=[O:25])[NH:18][CH2:17][C:14]1([C:12]([NH:10][NH:11][C:43]([CH:38]2[CH2:37][CH2:36][C@@H:35]3[CH2:42][N:39]2[C:40](=[O:41])[N:34]3[O:33][CH2:26][C:27]2[CH:32]=[CH:31][CH:30]=[CH:29][CH:28]=2)=[O:44])=[O:13])[CH2:16][CH2:15]1)([CH3:22])([CH3:24])[CH3:23]. The yield is 0.850.